Predict the reaction yield, written as a fraction of the theoretical maximum amount of product (1.0 means a 100% yield; for example, 0.34 means a 34% yield). From a dataset of Reaction yield outcomes from USPTO patents with 853,638 reactions. The reactants are [C:1]([C:3]1[C:12]2[C:7](=[CH:8][CH:9]=[CH:10][CH:11]=2)[C:6](F)=[CH:5][CH:4]=1)#[N:2].[CH3:14][O:15][C:16](=[O:22])[C@@H:17]1[CH2:21][CH2:20][CH2:19][NH:18]1. No catalyst specified. The product is [CH3:14][O:15][C:16]([C@@H:17]1[CH2:21][CH2:20][CH2:19][N:18]1[C:6]1[C:7]2[C:12](=[CH:11][CH:10]=[CH:9][CH:8]=2)[C:3]([C:1]#[N:2])=[CH:4][CH:5]=1)=[O:22]. The yield is 0.0170.